Dataset: Forward reaction prediction with 1.9M reactions from USPTO patents (1976-2016). Task: Predict the product of the given reaction. (1) Given the reactants [O:1]=[C:2]1[CH:7]=[C:6]([C:8]2[CH:13]=[CH:12][CH:11]=[CH:10][CH:9]=2)[NH:5][C:4]([C:14]([OH:16])=[O:15])=[CH:3]1.C(=O)([O-])[O-].[K+].[K+].[CH2:23](Br)[C:24]1[CH:29]=[CH:28][CH:27]=[CH:26][CH:25]=1.O, predict the reaction product. The product is: [CH2:23]([O:1][C:2]1[CH:7]=[C:6]([C:8]2[CH:13]=[CH:12][CH:11]=[CH:10][CH:9]=2)[N:5]=[C:4]([C:14]([O:16][CH2:6][C:8]2[CH:13]=[CH:12][CH:11]=[CH:10][CH:9]=2)=[O:15])[CH:3]=1)[C:24]1[CH:29]=[CH:28][CH:27]=[CH:26][CH:25]=1. (2) Given the reactants [Br:1][C:2]1[C:7]2[N:8]=[C:9](SC)[N:10]=[C:11]([NH:12][C:13]3[CH:18]=[CH:17][C:16]([O:19][C:20]4[CH:25]=[CH:24][CH:23]=[C:22]([F:26])[CH:21]=4)=[CH:15][CH:14]=3)[C:6]=2[C:5](=[O:29])[NH:4][CH:3]=1.C1C=C([Cl:36])C=C(C(OO)=O)C=1.[CH3:41][N:42]1[CH2:47][CH2:46][CH:45]([NH2:48])[CH2:44][CH2:43]1.Cl, predict the reaction product. The product is: [ClH:36].[Br:1][C:2]1[C:7]2[N:8]=[C:9]([NH:48][CH:45]3[CH2:46][CH2:47][N:42]([CH3:41])[CH2:43][CH2:44]3)[N:10]=[C:11]([NH:12][C:13]3[CH:18]=[CH:17][C:16]([O:19][C:20]4[CH:25]=[CH:24][CH:23]=[C:22]([F:26])[CH:21]=4)=[CH:15][CH:14]=3)[C:6]=2[C:5](=[O:29])[NH:4][CH:3]=1. (3) Given the reactants [ClH:1].[CH2:2]([O:9][C:10]1[C:11]([NH:17][C:18]2[S:19][CH:20]=[C:21]([CH3:23])[N:22]=2)=[N:12][CH:13]=[C:14](Br)[CH:15]=1)[C:3]1[CH:8]=[CH:7][CH:6]=[CH:5][CH:4]=1.[CH2:24](B1C2CCCC1CCC2)[C:25]1[CH:30]=[CH:29][CH:28]=[CH:27][CH:26]=1.O, predict the reaction product. The product is: [ClH:1].[CH2:24]([C:14]1[CH:15]=[C:10]([O:9][CH2:2][C:3]2[CH:8]=[CH:7][CH:6]=[CH:5][CH:4]=2)[C:11]([NH:17][C:18]2[S:19][CH:20]=[C:21]([CH3:23])[N:22]=2)=[N:12][CH:13]=1)[C:25]1[CH:30]=[CH:29][CH:28]=[CH:27][CH:26]=1. (4) Given the reactants [CH3:1][C:2]1[CH:11]=[C:10]([CH2:12][O:13][CH:14]2[CH2:19][CH2:18][N:17]([S:20]([CH3:23])(=[O:22])=[O:21])[CH2:16][CH2:15]2)[C:9]2[C:4](=[CH:5][CH:6]=[CH:7][CH:8]=2)[N:3]=1.[Li+].C[Si]([N-][Si](C)(C)C)(C)C.P(Cl)(OCC)(OCC)=O.[N:43]1[CH:48]=[CH:47][CH:46]=[N:45][C:44]=1[CH2:49][CH2:50][CH2:51][CH:52]=O.[Cl-].[NH4+], predict the reaction product. The product is: [CH3:1][C:2]1[CH:11]=[C:10]([CH2:12][O:13][CH:14]2[CH2:15][CH2:16][N:17]([S:20](/[CH:23]=[CH:52]/[CH2:51][CH2:50][CH2:49][C:44]3[N:45]=[CH:46][CH:47]=[CH:48][N:43]=3)(=[O:22])=[O:21])[CH2:18][CH2:19]2)[C:9]2[C:4](=[CH:5][CH:6]=[CH:7][CH:8]=2)[N:3]=1.